Dataset: Reaction yield outcomes from USPTO patents with 853,638 reactions. Task: Predict the reaction yield, written as a fraction of the theoretical maximum amount of product (1.0 means a 100% yield; for example, 0.34 means a 34% yield). (1) The reactants are [NH:1]1[C:9]2[C:4](=[CH:5][CH:6]=[CH:7][CH:8]=2)[CH2:3][C:2]1=[O:10].[CH2:11]([N:13]([CH2:28][CH3:29])[CH2:14][CH2:15][CH2:16][NH:17][C:18]([C:20]1[NH:21][C:22]([CH:26]=O)=[CH:23][C:24]=1[CH3:25])=[O:19])[CH3:12].C(OC(C1C(C=O)(C)C=CN1)=O)C. No catalyst specified. The product is [CH2:28]([N:13]([CH2:11][CH3:12])[CH2:14][CH2:15][CH2:16][NH:17][C:18]([C:20]1[NH:21][C:22]([CH:26]=[C:3]2[C:4]3[C:9](=[CH:8][CH:7]=[CH:6][CH:5]=3)[NH:1][C:2]2=[O:10])=[CH:23][C:24]=1[CH3:25])=[O:19])[CH3:29]. The yield is 0.210. (2) The reactants are [CH3:1][C:2]1[C:3]([NH:15][CH:16]2[CH2:33][CH2:32][C:19]3([CH2:24][CH2:23][N:22](C(OC(C)(C)C)=O)[CH2:21][CH2:20]3)[CH2:18][CH2:17]2)=[N:4][C:5]([NH:8][C:9]2[CH:10]=[N:11][N:12]([CH3:14])[CH:13]=2)=[N:6][CH:7]=1.Cl.CCOC(C)=O. The catalyst is C(Cl)Cl. The product is [CH3:1][C:2]1[C:3]([NH:15][CH:16]2[CH2:33][CH2:32][C:19]3([CH2:24][CH2:23][NH:22][CH2:21][CH2:20]3)[CH2:18][CH2:17]2)=[N:4][C:5]([NH:8][C:9]2[CH:10]=[N:11][N:12]([CH3:14])[CH:13]=2)=[N:6][CH:7]=1. The yield is 0.320. (3) The reactants are [NH2:1][C:2]1[N:10]=[C:9]([O:11][CH2:12][CH2:13][CH2:14][CH3:15])[N:8]=[C:7]2[C:3]=1[NH:4][C:5](=[O:24])[N:6]2[CH2:16][CH2:17][CH2:18][NH:19][CH2:20][CH:21]([CH3:23])[CH3:22].[C:25]([N:32]1[CH2:36][C:35](=O)[CH2:34][CH2:33]1)([O:27][C:28]([CH3:31])([CH3:30])[CH3:29])=[O:26].[C:38](O[BH-](OC(=O)C)OC(=O)C)(=O)C.[Na+].N. The catalyst is CN1CCCC1=O. The product is [C:28]([O:27][C:25]([N:32]1[CH2:36][CH2:35][CH:34]([N:19]([CH2:18][CH2:17][CH2:16][N:6]2[C:5](=[O:24])[NH:4][C:3]3[C:7]2=[N:8][C:9]([O:11][CH2:12][CH2:13][CH2:14][CH3:15])=[N:10][C:2]=3[NH2:1])[CH2:20][CH:21]([CH3:23])[CH3:22])[CH2:33][CH2:38]1)=[O:26])([CH3:29])([CH3:30])[CH3:31]. The yield is 0.750.